From a dataset of Forward reaction prediction with 1.9M reactions from USPTO patents (1976-2016). Predict the product of the given reaction. Given the reactants [CH3:1][O:2][CH2:3][CH2:4][CH2:5][CH2:6][C:7]1[S:8][CH:9]=[CH:10][CH:11]=1.[Li+].CC([N-]C(C)C)C.COB(OC)OC.[Cl:27][C:28]1[CH:33]=[CH:32][N:31]=[C:30]([NH:34][CH:35]2[CH2:40][C:39]([CH3:42])([CH3:41])[NH:38][C:37]([CH3:44])([CH3:43])[CH2:36]2)[N:29]=1.C(=O)(O)[O-].[Na+], predict the reaction product. The product is: [ClH:27].[CH3:1][O:2][CH2:3][CH2:4][CH2:5][CH2:6][C:7]1[S:8][C:9]([C:32]2[CH:33]=[CH:28][N:29]=[C:30]([NH:34][CH:35]3[CH2:40][C:39]([CH3:42])([CH3:41])[NH:38][C:37]([CH3:44])([CH3:43])[CH2:36]3)[N:31]=2)=[CH:10][CH:11]=1.